Dataset: Forward reaction prediction with 1.9M reactions from USPTO patents (1976-2016). Task: Predict the product of the given reaction. Given the reactants Br[C:2]1[CH:7]=[CH:6][C:5]([N:8]2[C:12](=[O:13])[N:11]([CH3:14])[N:10]=[C:9]2[CH2:15][C@@H:16]2[CH2:20][CH2:19][N:18]([C:21](=[O:24])[CH2:22][CH3:23])[CH2:17]2)=[C:4]([F:25])[CH:3]=1.B1(B2OC(C)(C)C(C)(C)O2)OC(C)(C)C(C)(C)O1.C([O-])(=O)C.[K+].Br[C:50]1[CH:59]=[C:58]2[C:53]([CH:54]=[C:55]([CH3:60])[CH:56]=[N:57]2)=[CH:52][CH:51]=1.C(=O)([O-])[O-].[K+].[K+].Cl, predict the reaction product. The product is: [F:25][C:4]1[CH:3]=[C:2]([C:50]2[CH:59]=[C:58]3[C:53]([CH:54]=[C:55]([CH3:60])[CH:56]=[N:57]3)=[CH:52][CH:51]=2)[CH:7]=[CH:6][C:5]=1[N:8]1[C:12](=[O:13])[N:11]([CH3:14])[N:10]=[C:9]1[CH2:15][C@@H:16]1[CH2:20][CH2:19][N:18]([C:21](=[O:24])[CH2:22][CH3:23])[CH2:17]1.